From a dataset of Reaction yield outcomes from USPTO patents with 853,638 reactions. Predict the reaction yield, written as a fraction of the theoretical maximum amount of product (1.0 means a 100% yield; for example, 0.34 means a 34% yield). (1) The catalyst is CO.[Pd]. The product is [F:18][C:17]1[C:9]([OH:8])=[C:10]2[C:14](=[CH:15][CH:16]=1)[N:13]([CH3:20])[CH:12]=[C:11]2[CH2:21][C:22]([NH:24][CH3:25])=[O:23]. The yield is 0.850. The reactants are C([O:8][C:9]1[C:17]([F:18])=[CH:16][C:15](Br)=[C:14]2[C:10]=1[C:11]([CH2:21][C:22]([NH:24][CH3:25])=[O:23])=[CH:12][N:13]2[CH3:20])C1C=CC=CC=1.N1C=CC=CC=1.Cl. (2) The reactants are Br[C:2]1[CH:3]=[C:4]2[C:9](=[N:10][CH:11]=1)[NH:8][C:7](=[O:12])[CH2:6][CH2:5]2.[CH2:13]([N:20]1[C:28]2[C:23](=[CH:24][CH:25]=[CH:26][CH:27]=2)[C:22]([CH2:29][N:30]([CH3:35])[C:31](=[O:34])[CH:32]=[CH2:33])=[CH:21]1)[C:14]1[CH:19]=[CH:18][CH:17]=[CH:16][CH:15]=1.C1(C)C=CC=CC=1P(C1C=CC=CC=1C)C1C=CC=CC=1C.C(N(C(C)C)CC)(C)C. The catalyst is C(#N)CC.CC([O-])=O.CC([O-])=O.[Pd+2]. The product is [CH2:13]([N:20]1[C:28]2[C:23](=[CH:24][CH:25]=[CH:26][CH:27]=2)[C:22]([CH2:29][N:30]([CH3:35])[C:31](=[O:34])/[CH:32]=[CH:33]/[C:2]2[CH:11]=[N:10][C:9]3[NH:8][C:7](=[O:12])[CH2:6][CH2:5][C:4]=3[CH:3]=2)=[CH:21]1)[C:14]1[CH:15]=[CH:16][CH:17]=[CH:18][CH:19]=1. The yield is 0.350. (3) The reactants are [Br:1][C:2]1[C:3](=[O:29])[N:4]([C:19]2[CH:27]=[CH:26][C:22]([C:23](O)=[O:24])=[CH:21][C:20]=2[Cl:28])[C:5]([CH3:18])=[CH:6][C:7]=1[O:8][CH2:9][C:10]1[CH:15]=[CH:14][C:13]([F:16])=[CH:12][C:11]=1[F:17].ClC1N=C(OC)N=C(OC)[N:32]=1.CN1CCOCC1.[NH4+].[OH-]. The catalyst is C1COCC1.O. The product is [Br:1][C:2]1[C:3](=[O:29])[N:4]([C:19]2[CH:27]=[CH:26][C:22]([C:23]([NH2:32])=[O:24])=[CH:21][C:20]=2[Cl:28])[C:5]([CH3:18])=[CH:6][C:7]=1[O:8][CH2:9][C:10]1[CH:15]=[CH:14][C:13]([F:16])=[CH:12][C:11]=1[F:17]. The yield is 0.760. (4) The reactants are [Cl:1][C:2]1[CH:7]=[C:6]([CH2:8][OH:9])[CH:5]=[CH:4][N:3]=1.C(OCC)(=O)C.C(N(CC)CC)C.[CH3:23][S:24](Cl)(=[O:26])=[O:25]. The catalyst is O. The product is [Cl:1][C:2]1[CH:7]=[C:6]([CH2:8][O:9][S:24]([CH3:23])(=[O:26])=[O:25])[CH:5]=[CH:4][N:3]=1. The yield is 1.00. (5) The reactants are Cl.[Cl:2][C:3]1[CH:15]=[CH:14][C:6]([O:7][CH:8]2[CH2:13][CH2:12][NH:11][CH2:10][CH2:9]2)=[CH:5][CH:4]=1.C(N(C(C)C)CC)(C)C.[Cl:25][C:26]1[CH:27]=[C:28]([CH2:33][N:34]=[C:35]=[O:36])[CH:29]=[CH:30][C:31]=1[Cl:32]. No catalyst specified. The product is [Cl:25][C:26]1[CH:27]=[C:28]([CH:29]=[CH:30][C:31]=1[Cl:32])[CH2:33][NH:34][C:35]([N:11]1[CH2:10][CH2:9][CH:8]([O:7][C:6]2[CH:14]=[CH:15][C:3]([Cl:2])=[CH:4][CH:5]=2)[CH2:13][CH2:12]1)=[O:36]. The yield is 0.396. (6) The reactants are [NH2:1][C:2]1[CH:7]=[C:6]([C:8]2[N:12]([C:13]3[CH:18]=[CH:17][C:16]([F:19])=[CH:15][CH:14]=3)[N:11]=[C:10]([C:20]([F:23])([F:22])[F:21])[CH:9]=2)[CH:5]=[CH:4][C:3]=1[OH:24].C1N=CN([C:30](N2C=NC=C2)=[O:31])C=1.O. The catalyst is ClCCCl. The product is [F:19][C:16]1[CH:15]=[CH:14][C:13]([N:12]2[C:8]([C:6]3[CH:5]=[CH:4][C:3]4[O:24][C:30](=[O:31])[NH:1][C:2]=4[CH:7]=3)=[CH:9][C:10]([C:20]([F:23])([F:22])[F:21])=[N:11]2)=[CH:18][CH:17]=1. The yield is 0.170.